Dataset: Peptide-MHC class II binding affinity with 134,281 pairs from IEDB. Task: Regression. Given a peptide amino acid sequence and an MHC pseudo amino acid sequence, predict their binding affinity value. This is MHC class II binding data. (1) The peptide sequence is YDKFLANVSLVLTGK. The MHC is DRB3_0202 with pseudo-sequence DRB3_0202. The binding affinity (normalized) is 0.894. (2) The peptide sequence is VVVHITDDNEE. The MHC is DRB1_0301 with pseudo-sequence DRB1_0301. The binding affinity (normalized) is 0.174. (3) The peptide sequence is EGHHLASAAIFGHDG. The MHC is HLA-DPA10103-DPB10402 with pseudo-sequence HLA-DPA10103-DPB10402. The binding affinity (normalized) is 0.